From a dataset of Forward reaction prediction with 1.9M reactions from USPTO patents (1976-2016). Predict the product of the given reaction. (1) Given the reactants [Cl:1][C:2]1[C:3]2[C:10](I)=[CH:9][N:8]([CH3:12])[C:4]=2[N:5]=[CH:6][N:7]=1.B(O)(O)[C:14]1[CH:23]=[CH:22][C:21]2[C:16](=[CH:17][CH:18]=[CH:19][CH:20]=2)[CH:15]=1.C([O-])([O-])=O.[Na+].[Na+], predict the reaction product. The product is: [Cl:1][C:2]1[C:3]2[C:10]([C:14]3[CH:23]=[CH:22][C:21]4[C:16](=[CH:17][CH:18]=[CH:19][CH:20]=4)[CH:15]=3)=[CH:9][N:8]([CH3:12])[C:4]=2[N:5]=[CH:6][N:7]=1. (2) Given the reactants [Br:1][C:2]1[CH:7]=[CH:6][C:5]([CH2:8][CH2:9][O:10][CH2:11][C:12](O)=[O:13])=[CH:4][CH:3]=1.CSC.B, predict the reaction product. The product is: [Br:1][C:2]1[CH:3]=[CH:4][C:5]([CH2:8][CH2:9][O:10][CH2:11][CH2:12][OH:13])=[CH:6][CH:7]=1.